This data is from Catalyst prediction with 721,799 reactions and 888 catalyst types from USPTO. The task is: Predict which catalyst facilitates the given reaction. (1) Reactant: Cl[CH:2]([C:4]1[C:5]([O:24][CH3:25])=[C:6]([CH:13]2[CH2:16][N:15]([C:17]([O:19][C:20]([CH3:23])([CH3:22])[CH3:21])=[O:18])[CH2:14]2)[C:7]([C:11]#[N:12])=[C:8]([CH3:10])[CH:9]=1)[CH3:3].C(=O)([O-])[O-].[Cs+].[Cs+].[CH3:32][C:33]1[C:41]2[C:36](=[N:37][CH:38]=[N:39][C:40]=2[NH2:42])[NH:35][N:34]=1. Product: [NH2:42][C:40]1[N:39]=[CH:38][N:37]=[C:36]2[N:35]([CH:2]([C:4]3[C:5]([O:24][CH3:25])=[C:6]([CH:13]4[CH2:16][N:15]([C:17]([O:19][C:20]([CH3:23])([CH3:22])[CH3:21])=[O:18])[CH2:14]4)[C:7]([C:11]#[N:12])=[C:8]([CH3:10])[CH:9]=3)[CH3:3])[N:34]=[C:33]([CH3:32])[C:41]=12. The catalyst class is: 42. (2) Reactant: [Cl:1][C:2]1[N:3]=[N:4][C:5]([Cl:10])=[CH:6][C:7]=1[CH2:8][CH3:9].O.[NH2:12][NH2:13]. Product: [Cl:10][C:5]1[N:4]=[N:3][C:2]([NH:12][NH2:13])=[C:7]([CH2:8][CH3:9])[CH:6]=1.[Cl:1][C:2]1[N:3]=[N:4][C:5]([NH:12][NH2:13])=[CH:6][C:7]=1[CH2:8][CH3:9]. The catalyst class is: 12.